From a dataset of NCI-60 drug combinations with 297,098 pairs across 59 cell lines. Regression. Given two drug SMILES strings and cell line genomic features, predict the synergy score measuring deviation from expected non-interaction effect. (1) Drug 1: COC1=CC(=CC(=C1O)OC)C2C3C(COC3=O)C(C4=CC5=C(C=C24)OCO5)OC6C(C(C7C(O6)COC(O7)C8=CC=CS8)O)O. Drug 2: CC1C(C(CC(O1)OC2CC(CC3=C2C(=C4C(=C3O)C(=O)C5=CC=CC=C5C4=O)O)(C(=O)C)O)N)O. Cell line: OVCAR-4. Synergy scores: CSS=29.2, Synergy_ZIP=-1.21, Synergy_Bliss=3.27, Synergy_Loewe=0.961, Synergy_HSA=6.26. (2) Drug 1: CC1=C(C(=O)C2=C(C1=O)N3CC4C(C3(C2COC(=O)N)OC)N4)N. Drug 2: C1CCC(C(C1)N)N.C(=O)(C(=O)[O-])[O-].[Pt+4]. Cell line: LOX IMVI. Synergy scores: CSS=7.30, Synergy_ZIP=-12.1, Synergy_Bliss=-21.0, Synergy_Loewe=-23.3, Synergy_HSA=-20.9. (3) Drug 1: C1=CC(=CC=C1CCCC(=O)O)N(CCCl)CCCl. Cell line: OVCAR-4. Drug 2: CC1CCCC2(C(O2)CC(NC(=O)CC(C(C(=O)C(C1O)C)(C)C)O)C(=CC3=CSC(=N3)C)C)C. Synergy scores: CSS=-8.85, Synergy_ZIP=0.0631, Synergy_Bliss=-8.74, Synergy_Loewe=-10.1, Synergy_HSA=-10.00. (4) Drug 1: CCC1=CC2CC(C3=C(CN(C2)C1)C4=CC=CC=C4N3)(C5=C(C=C6C(=C5)C78CCN9C7C(C=CC9)(C(C(C8N6C)(C(=O)OC)O)OC(=O)C)CC)OC)C(=O)OC.C(C(C(=O)O)O)(C(=O)O)O. Drug 2: CC1CCCC2(C(O2)CC(NC(=O)CC(C(C(=O)C(C1O)C)(C)C)O)C(=CC3=CSC(=N3)C)C)C. Cell line: NCI-H322M. Synergy scores: CSS=17.5, Synergy_ZIP=-0.00419, Synergy_Bliss=0.658, Synergy_Loewe=1.04, Synergy_HSA=0.907.